From a dataset of Peptide-MHC class II binding affinity with 134,281 pairs from IEDB. Regression. Given a peptide amino acid sequence and an MHC pseudo amino acid sequence, predict their binding affinity value. This is MHC class II binding data. The peptide sequence is TAATAGTTVYGAFAA. The MHC is HLA-DQA10401-DQB10402 with pseudo-sequence HLA-DQA10401-DQB10402. The binding affinity (normalized) is 0.431.